Dataset: Catalyst prediction with 721,799 reactions and 888 catalyst types from USPTO. Task: Predict which catalyst facilitates the given reaction. (1) Reactant: [ClH:1].Cl.[N:3]1([CH:9]2[CH2:14][CH2:13][N:12]([CH2:15][CH:16]([C:29]3([OH:35])[CH2:34][CH2:33][CH2:32][CH2:31][CH2:30]3)[C:17]3[CH:26]=[CH:25][C:24]4[C:19](=[CH:20][CH:21]=[C:22]([O:27][CH3:28])[CH:23]=4)[CH:18]=3)[CH2:11][CH2:10]2)[CH2:8][CH2:7][CH2:6][CH2:5][CH2:4]1. Product: [ClH:1].[ClH:1].[N:3]1([CH:9]2[CH2:10][CH2:11][N:12]([CH2:15][C@@H:16]([C:29]3([OH:35])[CH2:34][CH2:33][CH2:32][CH2:31][CH2:30]3)[C:17]3[CH:26]=[CH:25][C:24]4[C:19](=[CH:20][CH:21]=[C:22]([O:27][CH3:28])[CH:23]=4)[CH:18]=3)[CH2:13][CH2:14]2)[CH2:8][CH2:7][CH2:6][CH2:5][CH2:4]1. The catalyst class is: 5. (2) Reactant: [Cl:1][C:2]1[CH:3]=[C:4]([C:8]2[N:9]=[C:10]([N:16]3[C:20]4[CH:21]=[C:22]([O:27][CH2:28][CH2:29]O)[C:23]([O:25][CH3:26])=[CH:24][C:19]=4[N:18]=[CH:17]3)[S:11][C:12]=2[C:13]([NH2:15])=[O:14])[CH:5]=[CH:6][CH:7]=1.[CH2:31]([N:33]([CH:37](C)C)[CH:34](C)[CH3:35])[CH3:32].CS(Cl)(=O)=O.[Cl-].[NH4+:46]. Product: [Cl:1][C:2]1[CH:3]=[C:4]([C:8]2[N:9]=[C:10]([N:16]3[C:20]4[CH:21]=[C:22]([O:27][CH2:28][CH2:29][N:46]5[CH2:35][CH2:34][N:33]([CH3:37])[CH2:31][CH2:32]5)[C:23]([O:25][CH3:26])=[CH:24][C:19]=4[N:18]=[CH:17]3)[S:11][C:12]=2[C:13]([NH2:15])=[O:14])[CH:5]=[CH:6][CH:7]=1. The catalyst class is: 145. (3) Reactant: [NH2:1][CH2:2][C:3]1[CH:4]=[C:5]([NH:9][C:10](=[O:16])[O:11][C:12]([CH3:15])([CH3:14])[CH3:13])[CH:6]=[CH:7][CH:8]=1.C(N(CC)CC)C.[N+:24]([C:27]1[CH:28]=[C:29]([CH:33]=[CH:34][CH:35]=1)[C:30](Cl)=[O:31])([O-:26])=[O:25].C(=O)(O)[O-].[Na+]. Product: [N+:24]([C:27]1[CH:28]=[C:29]([CH:33]=[CH:34][CH:35]=1)[C:30]([NH:1][CH2:2][C:3]1[CH:4]=[C:5]([NH:9][C:10](=[O:16])[O:11][C:12]([CH3:13])([CH3:15])[CH3:14])[CH:6]=[CH:7][CH:8]=1)=[O:31])([O-:26])=[O:25]. The catalyst class is: 7.